Dataset: Catalyst prediction with 721,799 reactions and 888 catalyst types from USPTO. Task: Predict which catalyst facilitates the given reaction. (1) Reactant: C1(C2C=CC3C(=NC=CC=3)N=2)C=CC=CC=1.[C:17]1([C:23]2[C:32]([C:33]([O:35][CH2:36][CH3:37])=[O:34])=[CH:31][C:30]3[C:25](=[N:26][CH:27]=[CH:28][CH:29]=3)[N:24]=2)[CH:22]=[CH:21][CH:20]=[CH:19][CH:18]=1. Product: [C:17]1([C:23]2[C:32]([C:33]([O:35][CH2:36][CH3:37])=[O:34])=[CH:31][C:30]3[CH2:29][CH2:28][CH2:27][NH:26][C:25]=3[N:24]=2)[CH:18]=[CH:19][CH:20]=[CH:21][CH:22]=1. The catalyst class is: 50. (2) Reactant: [CH3:1][C:2]1([C:12]#[N:13])[CH2:11][CH2:10][C:5]2(OCC[O:6]2)[CH2:4][CH2:3]1.O1C2(CCC(C#N)CC2)OCC1.CI.Cl.C(=O)(O)[O-].[Na+]. Product: [CH3:1][C:2]1([C:12]#[N:13])[CH2:11][CH2:10][C:5](=[O:6])[CH2:4][CH2:3]1. The catalyst class is: 21. (3) Reactant: C([Si](C)(C)[O:6][CH:7]1[CH2:12][CH2:11][CH:10]([N:13]2[C:17]3[CH:18]=[CH:19][C:20]([C:22](C)(C)[O:23][SiH2]C(C)(C)C)=[CH:21][C:16]=3[N:15]=[C:14]2[NH:31][C:32]2[C:40]3[C:35](=[CH:36][CH:37]=[C:38]([C:41]4[CH:42]=[N:43][CH:44]=[CH:45][C:46]=4[O:47][CH3:48])[CH:39]=3)[N:34](COCC[Si](C)(C)C)[N:33]=2)[CH2:9][CH2:8]1)(C)(C)C.Cl. Product: [OH:23][CH2:22][C:20]1[CH:19]=[CH:18][C:17]2[N:13]([CH:10]3[CH2:11][CH2:12][CH:7]([OH:6])[CH2:8][CH2:9]3)[C:14]([NH:31][C:32]3[C:40]4[C:35](=[CH:36][CH:37]=[C:38]([C:41]5[CH:42]=[N:43][CH:44]=[CH:45][C:46]=5[O:47][CH3:48])[CH:39]=4)[NH:34][N:33]=3)=[N:15][C:16]=2[CH:21]=1. The catalyst class is: 8.